Dataset: NCI-60 drug combinations with 297,098 pairs across 59 cell lines. Task: Regression. Given two drug SMILES strings and cell line genomic features, predict the synergy score measuring deviation from expected non-interaction effect. (1) Drug 2: C(=O)(N)NO. Synergy scores: CSS=60.8, Synergy_ZIP=8.43, Synergy_Bliss=9.38, Synergy_Loewe=-26.1, Synergy_HSA=9.80. Cell line: NCIH23. Drug 1: COC1=CC(=CC(=C1O)OC)C2C3C(COC3=O)C(C4=CC5=C(C=C24)OCO5)OC6C(C(C7C(O6)COC(O7)C8=CC=CS8)O)O. (2) Drug 1: COC1=NC(=NC2=C1N=CN2C3C(C(C(O3)CO)O)O)N. Drug 2: C1C(C(OC1N2C=NC3=C2NC=NCC3O)CO)O. Cell line: HL-60(TB). Synergy scores: CSS=17.0, Synergy_ZIP=-1.03, Synergy_Bliss=1.63, Synergy_Loewe=2.04, Synergy_HSA=2.38. (3) Drug 1: CS(=O)(=O)C1=CC(=C(C=C1)C(=O)NC2=CC(=C(C=C2)Cl)C3=CC=CC=N3)Cl. Drug 2: CC1=C(C(CCC1)(C)C)C=CC(=CC=CC(=CC(=O)O)C)C. Cell line: SR. Synergy scores: CSS=27.9, Synergy_ZIP=1.50, Synergy_Bliss=7.87, Synergy_Loewe=5.17, Synergy_HSA=4.79. (4) Drug 1: CC1=C(C=C(C=C1)C(=O)NC2=CC(=CC(=C2)C(F)(F)F)N3C=C(N=C3)C)NC4=NC=CC(=N4)C5=CN=CC=C5. Drug 2: CC=C1C(=O)NC(C(=O)OC2CC(=O)NC(C(=O)NC(CSSCCC=C2)C(=O)N1)C(C)C)C(C)C. Cell line: T-47D. Synergy scores: CSS=2.25, Synergy_ZIP=-6.58, Synergy_Bliss=-7.67, Synergy_Loewe=-30.6, Synergy_HSA=-11.0. (5) Drug 1: CNC(=O)C1=NC=CC(=C1)OC2=CC=C(C=C2)NC(=O)NC3=CC(=C(C=C3)Cl)C(F)(F)F. Drug 2: C(CCl)NC(=O)N(CCCl)N=O. Cell line: MCF7. Synergy scores: CSS=6.87, Synergy_ZIP=-2.60, Synergy_Bliss=-1.50, Synergy_Loewe=4.82, Synergy_HSA=0.761. (6) Drug 1: CC1=CC=C(C=C1)C2=CC(=NN2C3=CC=C(C=C3)S(=O)(=O)N)C(F)(F)F. Drug 2: COCCOC1=C(C=C2C(=C1)C(=NC=N2)NC3=CC=CC(=C3)C#C)OCCOC.Cl. Cell line: SW-620. Synergy scores: CSS=-1.78, Synergy_ZIP=-0.100, Synergy_Bliss=-2.92, Synergy_Loewe=-2.37, Synergy_HSA=-3.71. (7) Cell line: HCC-2998. Drug 1: CC(C)NC(=O)C1=CC=C(C=C1)CNNC.Cl. Drug 2: CC1C(C(CC(O1)OC2CC(CC3=C2C(=C4C(=C3O)C(=O)C5=C(C4=O)C(=CC=C5)OC)O)(C(=O)CO)O)N)O.Cl. Synergy scores: CSS=41.6, Synergy_ZIP=0.188, Synergy_Bliss=0.250, Synergy_Loewe=-1.53, Synergy_HSA=0.930.